From a dataset of Forward reaction prediction with 1.9M reactions from USPTO patents (1976-2016). Predict the product of the given reaction. (1) Given the reactants [Br:1][C:2]1[CH:14]=[CH:13][C:12]2[C:11]3[C:6](=[CH:7][C:8]([Br:15])=[CH:9][CH:10]=3)[CH2:5][C:4]=2[CH:3]=1.Br[CH2:17][CH2:18][CH2:19][CH3:20].[OH-].[K+].[I-].[K+], predict the reaction product. The product is: [CH2:17]([C:5]1([CH2:14][CH2:2][CH2:3][CH3:4])[C:4]2[CH:3]=[C:2]([Br:1])[CH:14]=[CH:13][C:12]=2[C:11]2[C:6]1=[CH:7][C:8]([Br:15])=[CH:9][CH:10]=2)[CH2:18][CH2:19][CH3:20]. (2) Given the reactants I[C:2]1[CH:3]=[CH:4][C:5]([N:8]2[CH2:12][CH2:11][CH:10]([N:13]3[CH2:17][CH2:16][CH2:15][CH2:14]3)[CH2:9]2)=[N:6][CH:7]=1.[Cl:18][C:19]1[CH:24]=[CH:23][C:22]([C:25]2[CH:26]=[CH:27][C:28]([C:31]#[CH:32])=[N:29][CH:30]=2)=[CH:21][CH:20]=1, predict the reaction product. The product is: [Cl:18][C:19]1[CH:20]=[CH:21][C:22]([C:25]2[CH:26]=[CH:27][C:28]([C:31]#[C:32][C:2]3[CH:3]=[CH:4][C:5]([N:8]4[CH2:12][CH2:11][CH:10]([N:13]5[CH2:17][CH2:16][CH2:15][CH2:14]5)[CH2:9]4)=[N:6][CH:7]=3)=[N:29][CH:30]=2)=[CH:23][CH:24]=1. (3) Given the reactants C[O:2][C:3](=[O:23])[CH2:4][CH2:5][N:6]1[C:11]2[CH:12]=[C:13]([N+:16]([O-:18])=[O:17])[CH:14]=[CH:15][C:10]=2[O:9][CH:8]([CH:19]([CH3:21])[CH3:20])[C:7]1=[O:22].[OH-].[Na+], predict the reaction product. The product is: [CH:19]([CH:8]1[C:7](=[O:22])[N:6]([CH2:5][CH2:4][C:3]([OH:23])=[O:2])[C:11]2[CH:12]=[C:13]([N+:16]([O-:18])=[O:17])[CH:14]=[CH:15][C:10]=2[O:9]1)([CH3:21])[CH3:20]. (4) Given the reactants [CH:1]1([C:4]2[N:8]([CH3:9])[C:7]3[CH:10]=[C:11]([N:14]4[CH:19]=[CH:18][C:17]([OH:20])=[CH:16][C:15]4=[O:21])[CH:12]=[CH:13][C:6]=3[N:5]=2)[CH2:3][CH2:2]1.[F:22][C:23](F)([F:31])[C:24]1[S:28][C:27]([CH2:29]O)=[CH:26][CH:25]=1.C(P(CCCC)CCCC)CCC.N(C(N1CCCCC1)=O)=NC(N1CCCCC1)=O, predict the reaction product. The product is: [CH:1]1([C:4]2[N:8]([CH3:9])[C:7]3[CH:10]=[C:11]([N:14]4[CH:19]=[CH:18][C:17]([O:20][CH2:29][C:27]5[S:28][C:24]([CH:23]([F:31])[F:22])=[CH:25][CH:26]=5)=[CH:16][C:15]4=[O:21])[CH:12]=[CH:13][C:6]=3[N:5]=2)[CH2:2][CH2:3]1. (5) Given the reactants [Br:1][C:2]1N=[C:6](C2NC(=O)C3C(C=2)=CC(OC)=CC=3OC)[CH:5]=[CH:4][CH:3]=1.[C:23]([O-:26])([O-])=O.[K+].[K+].Br[CH2:30][CH2:31][O:32][Si:33]([C:36]([CH3:39])([CH3:38])[CH3:37])([CH3:35])[CH3:34].O.CN([CH:44]=[O:45])C, predict the reaction product. The product is: [Br:1][C:2]1[CH:3]=[C:4]([CH:5]=[CH:6][C:23]=1[O:26][CH2:30][CH2:31][O:32][Si:33]([C:36]([CH3:39])([CH3:38])[CH3:37])([CH3:35])[CH3:34])[CH:44]=[O:45]. (6) Given the reactants [CH2:1]([O:5][C:6]1[N:14]=[C:13]2[C:9]([N:10]=[C:11]([O:19][CH3:20])[N:12]2[CH2:15][CH2:16][CH2:17]Cl)=[C:8]([NH2:21])[N:7]=1)[CH2:2][CH2:3][CH3:4].[CH:22]1([CH2:25][N:26]2[CH2:31][CH2:30][NH:29][CH2:28][CH2:27]2)[CH2:24][CH2:23]1, predict the reaction product. The product is: [CH2:1]([O:5][C:6]1[N:14]=[C:13]2[C:9]([N:10]=[C:11]([O:19][CH3:20])[N:12]2[CH2:15][CH2:16][CH2:17][N:29]2[CH2:30][CH2:31][N:26]([CH2:25][CH:22]3[CH2:24][CH2:23]3)[CH2:27][CH2:28]2)=[C:8]([NH2:21])[N:7]=1)[CH2:2][CH2:3][CH3:4]. (7) Given the reactants C[O:2][C:3](=[O:36])[CH:4]([CH2:24][CH:25]=[CH:26][CH2:27][P:28]([O:33][CH2:34][CH3:35])([O:30][CH2:31][CH3:32])=[O:29])[CH2:5][C:6]([CH3:23])=[CH:7][CH2:8][C:9]1[C:10]([OH:22])=[C:11]2[C:15](=[C:16]([CH3:20])[C:17]=1[O:18][CH3:19])[CH2:14][O:13][C:12]2=[O:21].[OH-].[Li+], predict the reaction product. The product is: [CH2:31]([O:30][P:28]([CH2:27][CH:26]=[CH:25][CH2:24][CH:4]([CH2:5][C:6]([CH3:23])=[CH:7][CH2:8][C:9]1[C:10]([OH:22])=[C:11]2[C:15](=[C:16]([CH3:20])[C:17]=1[O:18][CH3:19])[CH2:14][O:13][C:12]2=[O:21])[C:3]([OH:36])=[O:2])([O:33][CH2:34][CH3:35])=[O:29])[CH3:32].